Task: Predict which catalyst facilitates the given reaction.. Dataset: Catalyst prediction with 721,799 reactions and 888 catalyst types from USPTO The catalyst class is: 12. Reactant: [H-].[Na+].[CH2:3]([O:10][C:11]1[CH:12]=[C:13]([CH:20]=[C:21]([O:24][CH2:25][O:26][CH2:27][CH2:28][Si:29]([CH3:32])([CH3:31])[CH3:30])[C:22]=1[Br:23])[C:14]([NH:16][CH2:17][C:18]#[CH:19])=[O:15])[C:4]1[CH:9]=[CH:8][CH:7]=[CH:6][CH:5]=1. Product: [CH2:3]([O:10][C:11]1[CH:12]=[C:13]([C:14]2[O:15][C:18]([CH3:19])=[CH:17][N:16]=2)[CH:20]=[C:21]([O:24][CH2:25][O:26][CH2:27][CH2:28][Si:29]([CH3:30])([CH3:32])[CH3:31])[C:22]=1[Br:23])[C:4]1[CH:5]=[CH:6][CH:7]=[CH:8][CH:9]=1.